Dataset: Reaction yield outcomes from USPTO patents with 853,638 reactions. Task: Predict the reaction yield, written as a fraction of the theoretical maximum amount of product (1.0 means a 100% yield; for example, 0.34 means a 34% yield). (1) The reactants are [Br:1][C:2]1[C:10]2[C:5](=[CH:6][CH:7]=[CH:8][C:9]=2[N+:11]([O-:13])=[O:12])[NH:4][N:3]=1.Cl.Cl[CH2:16][C:17]1[CH:22]=[CH:21][CH:20]=[C:19]([CH:23]([CH3:25])[CH3:24])[N:18]=1.C([O-])([O-])=O.[K+].[K+]. The catalyst is CN(C=O)C. The product is [Br:1][C:2]1[C:10]2[C:5](=[CH:6][CH:7]=[CH:8][C:9]=2[N+:11]([O-:13])=[O:12])[N:4]([CH2:16][C:17]2[CH:22]=[CH:21][CH:20]=[C:19]([CH:23]([CH3:25])[CH3:24])[N:18]=2)[N:3]=1. The yield is 0.670. (2) The reactants are [NH2:1][C:2]1[C:7]2=[CH:8][CH:9]=[C:10]([C:11]3[N:16]([C:17]([O:19]CC4C=CC=CC=4)=[O:18])[CH2:15][CH2:14][CH2:13][CH:12]=3)[N:6]2[N:5]=[CH:4][N:3]=1.[OH-].[Na+].C(=O)(O[C:31]([CH3:34])([CH3:33])[CH3:32])O[C:31]([CH3:34])([CH3:33])[CH3:32]. The catalyst is C(O)(=O)C.C1COCC1.[Pt](=O)=O. The product is [NH2:1][C:2]1[C:7]2=[CH:8][CH:9]=[C:10]([CH:11]3[CH2:12][CH2:13][CH2:14][CH2:15][N:16]3[C:17]([O:19][C:31]([CH3:34])([CH3:33])[CH3:32])=[O:18])[N:6]2[N:5]=[CH:4][N:3]=1. The yield is 1.00.